Dataset: Full USPTO retrosynthesis dataset with 1.9M reactions from patents (1976-2016). Task: Predict the reactants needed to synthesize the given product. Given the product [CH3:25][O:24][C:20]1[CH:19]=[C:18]([S:15]([C:12]2[CH:11]=[CH:10][C:9]([CH2:8][CH2:7][CH2:6][NH2:5])=[CH:14][CH:13]=2)(=[O:16])=[O:17])[CH:23]=[CH:22][CH:21]=1, predict the reactants needed to synthesize it. The reactants are: FC(F)(F)C([NH:5][CH2:6][CH2:7][CH2:8][C:9]1[CH:14]=[CH:13][C:12]([S:15]([C:18]2[CH:23]=[CH:22][CH:21]=[C:20]([O:24][CH3:25])[CH:19]=2)(=[O:17])=[O:16])=[CH:11][CH:10]=1)=O.[OH-].[Na+].